Dataset: Forward reaction prediction with 1.9M reactions from USPTO patents (1976-2016). Task: Predict the product of the given reaction. (1) Given the reactants [CH:1]1[CH:6]=[CH:5][C:4](P([C:1]2[CH:6]=[CH:5][C:4]3[C:3](=CC=CC=3)[C:2]=2[C:1]2[C:6]3[C:5](=CC=CC=3)[CH:4]=[CH:3][C:2]=2P([C:1]2[CH:6]=[CH:5][CH:4]=[CH:3][CH:2]=2)[C:1]2[CH:6]=[CH:5][CH:4]=[CH:3][CH:2]=2)[C:1]2[CH:6]=[CH:5][CH:4]=[CH:3][CH:2]=2)=[CH:3][CH:2]=1.C1(B(O)O)C=CC=CC=1.[CH3:56][C:57]1[CH:58]=[C:59]2[C:64](=[CH:65][CH:66]=1)[O:63][C:62](=[O:67])[CH:61]=[CH:60]2.CCN(CC)CC.[NH4+].[Cl-], predict the reaction product. The product is: [CH3:56][C:57]1[CH:58]=[C:59]2[C:64](=[CH:65][CH:66]=1)[O:63][C:62](=[O:67])[CH2:61][C@H:60]2[C:1]1[CH:6]=[CH:5][CH:4]=[CH:3][CH:2]=1. (2) Given the reactants C([O:5][C@@H:6]([C@H:8]1[CH2:12][O:11][C:10](=[O:13])[N:9]1[C:14]1[C:19]([F:20])=[CH:18][N:17]=[C:16]([NH:21][CH:22]([C:24]2[O:25][C:26]([C:29]3[CH:34]=[CH:33][C:32]([Cl:35])=[CH:31][CH:30]=3)=[CH:27][N:28]=2)[CH3:23])[N:15]=1)[CH3:7])(C)(C)C.C(O)(C(F)(F)F)=O.O, predict the reaction product. The product is: [Cl:35][C:32]1[CH:33]=[CH:34][C:29]([C:26]2[O:25][C:24]([C@H:22]([NH:21][C:16]3[N:15]=[C:14]([N:9]4[C@@H:8]([C@H:6]([OH:5])[CH3:7])[CH2:12][O:11][C:10]4=[O:13])[C:19]([F:20])=[CH:18][N:17]=3)[CH3:23])=[N:28][CH:27]=2)=[CH:30][CH:31]=1.[Cl:35][C:32]1[CH:33]=[CH:34][C:29]([C:26]2[O:25][C:24]([C@@H:22]([NH:21][C:16]3[N:15]=[C:14]([N:9]4[C@@H:8]([C@H:6]([OH:5])[CH3:7])[CH2:12][O:11][C:10]4=[O:13])[C:19]([F:20])=[CH:18][N:17]=3)[CH3:23])=[N:28][CH:27]=2)=[CH:30][CH:31]=1.